From a dataset of Catalyst prediction with 721,799 reactions and 888 catalyst types from USPTO. Predict which catalyst facilitates the given reaction. (1) Reactant: Br[C:2]1[CH:7]=[CH:6][C:5]([N:8]2[CH2:13][CH2:12][O:11][CH2:10][C:9]2=[O:14])=[CH:4][CH:3]=1.B1(B2OC(C)(C)C(C)(C)O2)OC(C)(C)C(C)(C)O1.C([O-])(=O)C.[K+].[ClH:38].[N:39]12[CH2:46][CH2:45][CH:42]([CH2:43][CH2:44]1)[C@@H:41]([NH:47][C:48]([C:50]1[O:51][C:52]3[C:58](Br)=[CH:57][CH:56]=[CH:55][C:53]=3[CH:54]=1)=[O:49])[CH2:40]2.C(=O)([O-])[O-].[Na+].[Na+]. Product: [ClH:38].[N:39]12[CH2:44][CH2:43][CH:42]([CH2:45][CH2:46]1)[C@@H:41]([NH:47][C:48]([C:50]1[O:51][C:52]3[C:58]([C:2]4[CH:7]=[CH:6][C:5]([N:8]5[CH2:13][CH2:12][O:11][CH2:10][C:9]5=[O:14])=[CH:4][CH:3]=4)=[CH:57][CH:56]=[CH:55][C:53]=3[CH:54]=1)=[O:49])[CH2:40]2. The catalyst class is: 151. (2) Product: [C:10]([O:14][C:15]([N:17]1[CH2:18][C:19]2([CH2:21][CH:22]([NH:24][C:3]3[C:2]([Br:1])=[CH:7][N:6]=[C:5]([Cl:8])[N:4]=3)[CH2:23]2)[CH2:20]1)=[O:16])([CH3:13])([CH3:11])[CH3:12]. Reactant: [Br:1][C:2]1[C:3](Cl)=[N:4][C:5]([Cl:8])=[N:6][CH:7]=1.[C:10]([O:14][C:15]([N:17]1[CH2:20][C:19]2([CH2:23][CH:22]([NH2:24])[CH2:21]2)[CH2:18]1)=[O:16])([CH3:13])([CH3:12])[CH3:11].C(N(C(C)C)C(C)C)C. The catalyst class is: 37. (3) The catalyst class is: 1. Product: [NH:12]([C:2]1[NH:3][C:4]2[C:9]([N:10]=1)=[C:8]([NH2:11])[N:7]=[CH:6][N:5]=2)[NH2:13]. Reactant: Br[C:2]1[NH:10][C:9]2[C:4](=[N:5][CH:6]=[N:7][C:8]=2[NH2:11])[N:3]=1.[NH2:12][NH2:13]. (4) Reactant: [Cl-].[Ca+2].[Cl-].[BH4-].[Na+].[Cl:6][C:7]1[N:12]=[C:11]([C:13](OC)=[O:14])[CH:10]=[CH:9][C:8]=1[C:17]1[CH:22]=[C:21]([O:23][CH3:24])[CH:20]=[CH:19][C:18]=1[F:25].Cl.C(=O)([O-])O.[Na+]. Product: [Cl:6][C:7]1[N:12]=[C:11]([CH2:13][OH:14])[CH:10]=[CH:9][C:8]=1[C:17]1[CH:22]=[C:21]([O:23][CH3:24])[CH:20]=[CH:19][C:18]=1[F:25]. The catalyst class is: 353. (5) Reactant: Cl.[Cl:2][C:3]1[NH:4][C:5]([C:8]2[CH:13]=[CH:12][C:11]([NH:14][C:15](=[O:55])[C@@H:16]([NH:37][C:38]([C@H:40]3[CH2:45][CH2:44][C@H:43]([CH2:46][NH:47]C(=O)OC(C)(C)C)[CH2:42][CH2:41]3)=[O:39])[CH2:17][C:18]3[CH:23]=[CH:22][C:21]([C:24]4[CH:29]=[C:28]([S:30](=[O:35])(=[O:34])[N:31]([CH3:33])[CH3:32])[CH:27]=[CH:26][C:25]=4[CH3:36])=[CH:20][CH:19]=3)=[CH:10][CH:9]=2)=[N:6][N:7]=1.C(#N)C. Product: [ClH:2].[NH2:47][CH2:46][C@H:43]1[CH2:42][CH2:41][C@H:40]([C:38]([NH:37][C@@H:16]([CH2:17][C:18]2[CH:19]=[CH:20][C:21]([C:24]3[CH:29]=[C:28]([S:30](=[O:35])(=[O:34])[N:31]([CH3:32])[CH3:33])[CH:27]=[CH:26][C:25]=3[CH3:36])=[CH:22][CH:23]=2)[C:15]([NH:14][C:11]2[CH:10]=[CH:9][C:8]([C:5]3[NH:4][C:3]([Cl:2])=[N:7][N:6]=3)=[CH:13][CH:12]=2)=[O:55])=[O:39])[CH2:45][CH2:44]1. The catalyst class is: 12. (6) Reactant: [C:1]1([CH3:34])[CH:6]=[CH:5][C:4]([C:7]2[N:8]=[C:9]([NH:12][C:13](=[O:33])[CH2:14][C@H:15]3[CH2:20][CH2:19][C@@H:18]([NH:21][CH2:22][C:23]([OH:32])([C:28]([F:31])([F:30])[F:29])[C:24]([F:27])([F:26])[F:25])[CH2:17][CH2:16]3)[S:10][CH:11]=2)=[CH:3][CH:2]=1.CCN(C(C)C)C(C)C.Cl[C:45](Cl)([O:47]C(=O)OC(Cl)(Cl)Cl)Cl. Product: [O:47]=[C:45]1[N:21]([C@@H:18]2[CH2:17][CH2:16][C@H:15]([CH2:14][C:13]([NH:12][C:9]3[S:10][CH:11]=[C:7]([C:4]4[CH:5]=[CH:6][C:1]([CH3:34])=[CH:2][CH:3]=4)[N:8]=3)=[O:33])[CH2:20][CH2:19]2)[CH2:22][C:23]([C:24]([F:25])([F:27])[F:26])([C:28]([F:29])([F:30])[F:31])[O:32]1. The catalyst class is: 124. (7) Reactant: Br[C:2]1[CH:7]=[CH:6][C:5]([N:8]2[C:12]3[CH:13]=[C:14]([C:16]([O:18][CH2:19][CH3:20])=[O:17])[NH:15][C:11]=3[N:10]=[CH:9]2)=[CH:4][CH:3]=1. Product: [C:5]1([N:8]2[C:12]3[CH:13]=[C:14]([C:16]([O:18][CH2:19][CH3:20])=[O:17])[NH:15][C:11]=3[N:10]=[CH:9]2)[CH:4]=[CH:3][CH:2]=[CH:7][CH:6]=1. The catalyst class is: 696. (8) Reactant: [Cl:1][C:2]1[C:7]([CH3:8])=[C:6]([Cl:9])[C:5]([O:10][CH3:11])=[CH:4][C:3]=1[O:12][CH3:13].C1C(=O)N([Br:21])C(=O)C1.CC(N=NC(C#N)(C)C)(C#N)C. Product: [Br:21][CH2:8][C:7]1[C:6]([Cl:9])=[C:5]([O:10][CH3:11])[CH:4]=[C:3]([O:12][CH3:13])[C:2]=1[Cl:1]. The catalyst class is: 717. (9) Product: [Cl:15][C:10]1[CH:9]=[C:8]([C:6]2[C:5]([CH3:16])=[CH:4][N:3]=[C:2]([NH:25][C:22]3[CH:21]=[CH:20][C:19]([N:18]([CH3:17])[CH:26]4[CH2:31][CH2:30][N:29]([CH3:32])[CH2:28][CH2:27]4)=[CH:24][CH:23]=3)[N:7]=2)[CH:13]=[CH:12][C:11]=1[F:14]. The catalyst class is: 61. Reactant: Cl[C:2]1[N:7]=[C:6]([C:8]2[CH:13]=[CH:12][C:11]([F:14])=[C:10]([Cl:15])[CH:9]=2)[C:5]([CH3:16])=[CH:4][N:3]=1.[CH3:17][N:18]([CH:26]1[CH2:31][CH2:30][N:29]([CH3:32])[CH2:28][CH2:27]1)[C:19]1[CH:24]=[CH:23][C:22]([NH2:25])=[CH:21][CH:20]=1. (10) Reactant: [C:1]1([N:7](COCC[Si](C)(C)C)[C:8]([C:10]2[N:15]=[CH:14][C:13]([CH:16]([CH3:21])[C:17]([O:19]C)=[O:18])=[CH:12][N:11]=2)=[O:9])[CH:6]=[CH:5][CH:4]=[CH:3][CH:2]=1.Cl. Product: [C:1]1([NH:7][C:8]([C:10]2[N:15]=[CH:14][C:13]([CH:16]([CH3:21])[C:17]([OH:19])=[O:18])=[CH:12][N:11]=2)=[O:9])[CH:6]=[CH:5][CH:4]=[CH:3][CH:2]=1. The catalyst class is: 8.